From a dataset of Forward reaction prediction with 1.9M reactions from USPTO patents (1976-2016). Predict the product of the given reaction. (1) Given the reactants [CH3:1][NH:2][C@@H:3]1[C:8]2[CH:9]=[CH:10][CH:11]=[CH:12][C:7]=2[C@H:6]([C:13]2[CH:14]=[CH:15][C:16]([Cl:20])=[C:17]([Cl:19])[CH:18]=2)[CH2:5][CH2:4]1.CN(C)C(=O)C, predict the reaction product. The product is: [CH3:1][NH:2][C@@H:3]1[C:8]2[CH:9]=[CH:10][CH:11]=[CH:12][C:7]=2[C@H:6]([C:13]2[CH:14]=[CH:15][C:16]([Cl:20])=[C:17]([Cl:19])[CH:18]=2)[CH2:5][CH2:4]1.[ClH:19]. (2) Given the reactants [CH:1]1[CH:2]=[CH:3][N:4]2[CH2:10][C:9]3[CH:11]=[CH:12][CH:13]=[CH:14][C:8]=3[N:7]([C:15]([C:17]3[CH:22]=[CH:21][C:20]([C:23]4[CH:28]=[CH:27][CH:26]=[CH:25][C:24]=4[CH3:29])=[CH:19][C:18]=3[O:30][CH3:31])=[O:16])[CH2:6][C:5]=12.C(N(CC)C(C)C)(C)C.[Cl:41][C:42]([Cl:47])([Cl:46])[C:43](Cl)=[O:44], predict the reaction product. The product is: [Cl:41][C:42]([Cl:47])([Cl:46])[C:43]([C:3]1[N:4]2[C:5]([CH2:6][N:7]([C:15]([C:17]3[CH:22]=[CH:21][C:20]([C:23]4[CH:28]=[CH:27][CH:26]=[CH:25][C:24]=4[CH3:29])=[CH:19][C:18]=3[O:30][CH3:31])=[O:16])[C:8]3[CH:14]=[CH:13][CH:12]=[CH:11][C:9]=3[CH2:10]2)=[CH:1][CH:2]=1)=[O:44]. (3) The product is: [CH3:1][N:2]([CH2:3][CH2:4][N:5]1[C:14]2[C:9](=[CH:10][C:11]([N+:15]([O-:17])=[O:16])=[CH:12][CH:13]=2)[CH2:8][CH2:7][C:6]1=[O:18])[C:21](=[O:22])[O:23][C:24]1[CH:29]=[CH:28][CH:27]=[CH:26][CH:25]=1. Given the reactants [CH3:1][N:2](C)[CH2:3][CH2:4][N:5]1[C:14]2[C:9](=[CH:10][C:11]([N+:15]([O-:17])=[O:16])=[CH:12][CH:13]=2)[CH2:8][CH2:7][C:6]1=[O:18].Cl[C:21]([O:23][C:24]1[CH:29]=[CH:28][CH:27]=[CH:26][CH:25]=1)=[O:22], predict the reaction product. (4) Given the reactants [Br:1][C:2]1[CH:10]=[C:9]2[C:5]([C:6]([C:11]([OH:13])=[O:12])=[CH:7][NH:8]2)=[CH:4][CH:3]=1.[H-].[Na+].Br[CH2:17][C:18]#[N:19].Cl, predict the reaction product. The product is: [Br:1][C:2]1[CH:10]=[C:9]2[C:5]([C:6]([C:11]([OH:13])=[O:12])=[CH:7][N:8]2[CH2:17][C:18]#[N:19])=[CH:4][CH:3]=1. (5) Given the reactants [CH3:1][O:2][C:3]1[CH:4]=[C:5]([CH:9]=[CH:10][N:11]=1)[C:6](O)=[O:7].[H-].[Al+3].[Li+].[H-].[H-].[H-].O.[OH-].[Na+], predict the reaction product. The product is: [CH3:1][O:2][C:3]1[CH:4]=[C:5]([CH2:6][OH:7])[CH:9]=[CH:10][N:11]=1. (6) Given the reactants C(O)C.O.[CH2:5]([O:7][Si:8]([O:15][CH2:16][CH3:17])([O:12][CH2:13][CH3:14])[O:9][CH2:10][CH3:11])[CH3:6].CCO.O, predict the reaction product. The product is: [CH2:10]([O:9][Si:8]([O:12][CH2:13][CH3:14])([O:7][CH2:5][CH3:6])[O:15][CH2:16][CH3:17])[CH3:11]. (7) The product is: [F:32][C:2]([CH3:11])([CH3:1])[C:3]([C:5]1[CH:6]=[N:7][CH:8]=[CH:9][CH:10]=1)=[O:4]. Given the reactants [CH3:1][CH:2]([CH3:11])[C:3]([C:5]1[CH:6]=[N:7][CH:8]=[CH:9][CH:10]=1)=[O:4].C[Si]([N-][Si](C)(C)C)(C)C.[Li+].C1C=CC(S(N(S(C2C=CC=CC=2)(=O)=O)[F:32])(=O)=O)=CC=1.[Cl-].[NH4+], predict the reaction product.